Dataset: NCI-60 drug combinations with 297,098 pairs across 59 cell lines. Task: Regression. Given two drug SMILES strings and cell line genomic features, predict the synergy score measuring deviation from expected non-interaction effect. (1) Drug 1: C1=NC2=C(N1)C(=S)N=C(N2)N. Drug 2: C(CC(=O)O)C(=O)CN.Cl. Cell line: NCI/ADR-RES. Synergy scores: CSS=26.1, Synergy_ZIP=-11.9, Synergy_Bliss=-7.77, Synergy_Loewe=-35.0, Synergy_HSA=-7.67. (2) Drug 1: C1CNP(=O)(OC1)N(CCCl)CCCl. Drug 2: C1CN(P(=O)(OC1)NCCCl)CCCl. Cell line: RXF 393. Synergy scores: CSS=-5.67, Synergy_ZIP=0.994, Synergy_Bliss=-3.33, Synergy_Loewe=-8.08, Synergy_HSA=-9.52. (3) Drug 1: CC12CCC(CC1=CCC3C2CCC4(C3CC=C4C5=CN=CC=C5)C)O. Drug 2: CC1=CC2C(CCC3(C2CCC3(C(=O)C)OC(=O)C)C)C4(C1=CC(=O)CC4)C. Cell line: MDA-MB-231. Synergy scores: CSS=-7.02, Synergy_ZIP=3.92, Synergy_Bliss=-1.88, Synergy_Loewe=-15.7, Synergy_HSA=-12.7.